This data is from Reaction yield outcomes from USPTO patents with 853,638 reactions. The task is: Predict the reaction yield, written as a fraction of the theoretical maximum amount of product (1.0 means a 100% yield; for example, 0.34 means a 34% yield). (1) The reactants are [CH3:1][C:2]1[CH:7]=[CH:6][CH:5]=[CH:4][C:3]=1[NH:8][C:9]1[N:14]2[N:15]=[CH:16][C:17]([C:18]([OH:20])=O)=[C:13]2[N:12]=[CH:11][C:10]=1[C:21]([N:23]1[CH2:28][CH2:27][CH:26]([C:29]2[CH:34]=[CH:33][CH:32]=[CH:31][CH:30]=2)[CH2:25][CH2:24]1)=[O:22].[CH3:35][C:36]1[C:40]([S:41]([NH2:44])(=[O:43])=[O:42])=[C:39]([CH3:45])[O:38][N:37]=1. No catalyst specified. The product is [CH3:1][C:2]1[CH:7]=[CH:6][CH:5]=[CH:4][C:3]=1[NH:8][C:9]1[N:14]2[N:15]=[CH:16][C:17]([C:18]([NH:44][S:41]([C:40]3[C:36]([CH3:35])=[N:37][O:38][C:39]=3[CH3:45])(=[O:42])=[O:43])=[O:20])=[C:13]2[N:12]=[CH:11][C:10]=1[C:21]([N:23]1[CH2:24][CH2:25][CH:26]([C:29]2[CH:30]=[CH:31][CH:32]=[CH:33][CH:34]=2)[CH2:27][CH2:28]1)=[O:22]. The yield is 0.660. (2) The reactants are [I:1][C:2]1[C:3]([CH:7]([CH3:9])[CH3:8])=[N:4][NH:5][CH:6]=1.CC(C)([O-])C.[K+].O1CCCC1.[CH2:21](Br)[C:22]1[CH:27]=[CH:26][CH:25]=[CH:24][CH:23]=1. The catalyst is O. The product is [CH2:21]([N:5]1[CH:6]=[C:2]([I:1])[C:3]([CH:7]([CH3:9])[CH3:8])=[N:4]1)[C:22]1[CH:27]=[CH:26][CH:25]=[CH:24][CH:23]=1. The yield is 0.920. (3) The reactants are Br[C:2]1[C:3]([NH2:18])=[N:4][C:5]([N:13]2[CH:17]=[CH:16][CH:15]=[N:14]2)=[N:6][C:7]=1[N:8]1[CH:12]=[CH:11][CH:10]=[N:9]1.[F-].[Cs+].C([Sn](CCCC)(CCCC)[C:26]1[S:27][CH:28]=[CH:29][N:30]=1)CCC. No catalyst specified. The product is [N:13]1([C:5]2[N:4]=[C:3]([NH2:18])[C:2]([C:26]3[S:27][CH:28]=[CH:29][N:30]=3)=[C:7]([N:8]3[CH:12]=[CH:11][CH:10]=[N:9]3)[N:6]=2)[CH:17]=[CH:16][CH:15]=[N:14]1. The yield is 0.472. (4) The reactants are Cl.[NH2:2][CH2:3][C:4]1[CH:9]=[C:8]([F:10])[C:7]([NH:11][S:12]([CH3:15])(=[O:14])=[O:13])=[C:6]([F:16])[CH:5]=1.[C:17]([C:21]1[N:26]=[CH:25][C:24]([CH:27]=[CH:28][C:29](O)=[O:30])=[CH:23][CH:22]=1)([CH3:20])([CH3:19])[CH3:18]. No catalyst specified. The product is [C:17]([C:21]1[N:26]=[CH:25][C:24]([CH:27]=[CH:28][C:29]([NH:2][CH2:3][C:4]2[CH:5]=[C:6]([F:16])[C:7]([NH:11][S:12]([CH3:15])(=[O:14])=[O:13])=[C:8]([F:10])[CH:9]=2)=[O:30])=[CH:23][CH:22]=1)([CH3:20])([CH3:18])[CH3:19]. The yield is 0.790. (5) The reactants are [NH2:1][C:2]1[N:7]=[CH:6][C:5]([C:8]([O:10][CH3:11])=[O:9])=[CH:4][N:3]=1.Br[C:13]1[CH:26]=[CH:25][C:16]([O:17][CH2:18][CH2:19][N:20]2[CH2:24][CH2:23][CH2:22][CH2:21]2)=[CH:15][CH:14]=1.CC1(C)C2C(=C(P(C3C=CC=CC=3)C3C=CC=CC=3)C=CC=2)OC2C(P(C3C=CC=CC=3)C3C=CC=CC=3)=CC=CC1=2.C([O-])([O-])=O.[Cs+].[Cs+]. The catalyst is C1C=CC(/C=C/C(/C=C/C2C=CC=CC=2)=O)=CC=1.C1C=CC(/C=C/C(/C=C/C2C=CC=CC=2)=O)=CC=1.C1C=CC(/C=C/C(/C=C/C2C=CC=CC=2)=O)=CC=1.[Pd].[Pd].O1CCOCC1. The product is [N:20]1([CH2:19][CH2:18][O:17][C:16]2[CH:25]=[CH:26][C:13]([NH:1][C:2]3[N:3]=[CH:4][C:5]([C:8]([O:10][CH3:11])=[O:9])=[CH:6][N:7]=3)=[CH:14][CH:15]=2)[CH2:24][CH2:23][CH2:22][CH2:21]1. The yield is 0.470. (6) The reactants are C(OC(=O)[NH:7][C:8]([CH3:41])([CH3:40])[CH2:9][C:10]([N:12]1[CH2:17][CH2:16][CH:15]([C:18]2[CH:23]=[CH:22][C:21]([NH:24][C:25]([C:27]3[NH:28][CH:29]=[C:30]([C:32]#[N:33])[N:31]=3)=[O:26])=[C:20]([C:34]3[CH2:39][CH2:38][CH2:37][CH2:36][CH:35]=3)[CH:19]=2)[CH2:14][CH2:13]1)=[O:11])(C)(C)C.CCO.[C:46]([OH:52])([C:48]([F:51])([F:50])[F:49])=[O:47]. The catalyst is C(Cl)Cl.C(O)CC. The product is [F:49][C:48]([F:51])([F:50])[C:46]([OH:52])=[O:47].[NH2:7][C:8]([CH3:41])([CH3:40])[CH2:9][C:10]([N:12]1[CH2:17][CH2:16][CH:15]([C:18]2[CH:23]=[CH:22][C:21]([NH:24][C:25]([C:27]3[NH:28][CH:29]=[C:30]([C:32]#[N:33])[N:31]=3)=[O:26])=[C:20]([C:34]3[CH2:39][CH2:38][CH2:37][CH2:36][CH:35]=3)[CH:19]=2)[CH2:14][CH2:13]1)=[O:11]. The yield is 0.990. (7) The reactants are C(Cl)CCl.[CH3:5][NH:6][CH2:7][C:8]1[NH:9][C:10]2[C:15]([C:16]=1[CH3:17])=[CH:14][CH:13]=[CH:12][CH:11]=2.Cl.[O:19]=[C:20]1[CH2:25][O:24][C:23]2[CH:26]=[C:27](/[CH:30]=[CH:31]/[C:32](O)=[O:33])[CH:28]=[N:29][C:22]=2[NH:21]1.C1C=CC2N(O)N=NC=2C=1.CCN(C(C)C)C(C)C. The catalyst is CN(C=O)C.O. The product is [CH3:5][N:6]([CH2:7][C:8]1[NH:9][C:10]2[C:15]([C:16]=1[CH3:17])=[CH:14][CH:13]=[CH:12][CH:11]=2)[C:32](=[O:33])/[CH:31]=[CH:30]/[C:27]1[CH:28]=[N:29][C:22]2[NH:21][C:20](=[O:19])[CH2:25][O:24][C:23]=2[CH:26]=1. The yield is 0.0400.